Task: Predict the reactants needed to synthesize the given product.. Dataset: Full USPTO retrosynthesis dataset with 1.9M reactions from patents (1976-2016) (1) Given the product [CH3:10][NH:11][C:1]([C:4]1[CH:9]=[CH:8][CH:7]=[CH:6][CH:5]=1)([CH3:2])[C:13]#[N:14], predict the reactants needed to synthesize it. The reactants are: [C:1]([C:4]1[CH:9]=[CH:8][CH:7]=[CH:6][CH:5]=1)(=O)[CH3:2].[C-:10]#[N:11].[Na+].[CH3:13][NH2:14].Cl. (2) Given the product [CH2:16]([N:13]1[C:7](=[O:9])[C:6]2[CH:5]=[C:4]([CH2:11][CH3:12])[S:3][C:2]=2[NH:1][C:14]1=[O:15])[C:17]1[CH:22]=[CH:21][CH:20]=[CH:19][CH:18]=1, predict the reactants needed to synthesize it. The reactants are: [NH2:1][C:2]1[S:3][C:4]([CH2:11][CH3:12])=[CH:5][C:6]=1[C:7]([O:9]C)=O.[N:13]([CH2:16][C:17]1[CH:22]=[CH:21][CH:20]=[CH:19][CH:18]=1)=[C:14]=[O:15].[H-].[Na+].Cl. (3) Given the product [Br:27][CH2:1][C:2]1[C:3]([C:23]([F:26])([F:24])[F:25])=[N:4][N:5]([C:13]2[CH:14]=[CH:15][C:16]([S:19]([NH2:22])(=[O:21])=[O:20])=[CH:17][CH:18]=2)[C:6]=1[C:7]1[CH:8]=[CH:9][CH:10]=[CH:11][CH:12]=1, predict the reactants needed to synthesize it. The reactants are: [CH3:1][C:2]1[C:3]([C:23]([F:26])([F:25])[F:24])=[N:4][N:5]([C:13]2[CH:18]=[CH:17][C:16]([S:19]([NH2:22])(=[O:21])=[O:20])=[CH:15][CH:14]=2)[C:6]=1[C:7]1[CH:12]=[CH:11][CH:10]=[CH:9][CH:8]=1.[Br:27]N1C(=O)CCC1=O. (4) The reactants are: [CH3:1][C:2]1([CH3:15])[C:6]2[CH:7]=[CH:8][C:9]([C:11]([O:13]C)=[O:12])=[CH:10][C:5]=2[O:4][CH2:3]1.[OH-].[Na+]. Given the product [CH3:1][C:2]1([CH3:15])[C:6]2[CH:7]=[CH:8][C:9]([C:11]([OH:13])=[O:12])=[CH:10][C:5]=2[O:4][CH2:3]1, predict the reactants needed to synthesize it.